Task: Binary Classification. Given a drug SMILES string, predict its activity (active/inactive) in a high-throughput screening assay against a specified biological target.. Dataset: HIV replication inhibition screening data with 41,000+ compounds from the AIDS Antiviral Screen (1) The drug is COc1cc2ccc(=O)oc2c2c1OC(C)(C)C(OC(=O)C13CCC(C)(C(=O)O1)C3(C)C)C2OC(=O)C12CCC(C)(C(=O)O1)C2(C)C. The result is 0 (inactive). (2) The drug is CCOC=Nc1[nH]c(C)c(Cc2ccccc2)c1C#N. The result is 0 (inactive). (3) The molecule is O=c1c2cc([N+](=O)[O-])ccc2[nH]n1Cc1ccccn1. The result is 0 (inactive). (4) The molecule is COc1ccc2c(NCCCCCCNc3c4ccccc4nc4cc(OC)ccc34)c3ccccc3nc2c1. The result is 0 (inactive). (5) The molecule is CC(=O)OC1CCC2C3CCC4C(=O)c5[nH]ncc5CC4(C)C3CCC12C. The result is 0 (inactive). (6) The drug is Cn1c(=O)c2nc(O)c(C(CO)C(=O)c3ccccc3)nc2n(C)c1=O. The result is 0 (inactive). (7) The molecule is c1cc2c(cc1-c1ccc3c(c1)N=[Se]=N3)N=[Se]=N2. The result is 0 (inactive).